Regression. Given a peptide amino acid sequence and an MHC pseudo amino acid sequence, predict their binding affinity value. This is MHC class I binding data. From a dataset of Peptide-MHC class I binding affinity with 185,985 pairs from IEDB/IMGT. (1) The peptide sequence is RIQENHGFI. The MHC is HLA-A02:19 with pseudo-sequence HLA-A02:19. The binding affinity (normalized) is 0.0847. (2) The peptide sequence is IKWLWKANK. The MHC is HLA-A26:03 with pseudo-sequence HLA-A26:03. The binding affinity (normalized) is 0.0847. (3) The peptide sequence is IEEVMNIVLI. The MHC is HLA-B45:01 with pseudo-sequence HLA-B45:01. The binding affinity (normalized) is 0.370. (4) The peptide sequence is LLDAHIPQL. The MHC is HLA-B07:02 with pseudo-sequence HLA-B07:02. The binding affinity (normalized) is 0.396.